Dataset: HIV replication inhibition screening data with 41,000+ compounds from the AIDS Antiviral Screen. Task: Binary Classification. Given a drug SMILES string, predict its activity (active/inactive) in a high-throughput screening assay against a specified biological target. (1) The compound is O=c1cc2ccccc2nn1-c1ccccc1Cl. The result is 0 (inactive). (2) The compound is O=C(NC(=O)c1cn(CCNCCO)c(=O)[nH]c1=O)OCc1ccccc1. The result is 0 (inactive). (3) The drug is Cc1cn(C2CC(N=[N+]=[N-])C(CO)O2)c(=O)[nH]c1=O. The result is 1 (active). (4) The compound is COc1cc(C)c(C=CC(=O)N2C(=O)OCC2c2ccccc2)c(C)c1. The result is 0 (inactive). (5) The result is 0 (inactive). The compound is O=C1c2ccccc2N(O)C1(c1ccccc1)C1CCCC=C1N1CCOCC1. (6) The compound is Oc1c(C2=NNC(c3ccc(Cl)cc3Cl)C2)ccc2ccccc12. The result is 0 (inactive).